This data is from Catalyst prediction with 721,799 reactions and 888 catalyst types from USPTO. The task is: Predict which catalyst facilitates the given reaction. Reactant: [CH2:1]([C:3]([C:21]1[CH:34]=[CH:33][C:24]([CH:25]=[C:26]2[S:30][C:29](=[O:31])[NH:28][C:27]2=[O:32])=[C:23]([CH3:35])[CH:22]=1)([C:6]1[CH:11]=[CH:10][C:9]([O:12][CH2:13][CH:14]([OH:19])[C:15]([CH3:18])([CH3:17])[CH3:16])=[C:8]([CH3:20])[CH:7]=1)[CH2:4][CH3:5])[CH3:2]. Product: [CH2:1]([C:3]([C:21]1[CH:34]=[CH:33][C:24]([CH2:25][CH:26]2[S:30][C:29](=[O:31])[NH:28][C:27]2=[O:32])=[C:23]([CH3:35])[CH:22]=1)([C:6]1[CH:11]=[CH:10][C:9]([O:12][CH2:13][CH:14]([OH:19])[C:15]([CH3:17])([CH3:18])[CH3:16])=[C:8]([CH3:20])[CH:7]=1)[CH2:4][CH3:5])[CH3:2]. The catalyst class is: 5.